From a dataset of Catalyst prediction with 721,799 reactions and 888 catalyst types from USPTO. Predict which catalyst facilitates the given reaction. (1) Reactant: [H-].[Na+].[OH:3][CH2:4][CH2:5][O:6][C:7]1[N:12]=[CH:11][N:10]=[C:9]([NH:13][S:14]([CH:17]=[CH:18][C:19]2[CH:24]=[CH:23][CH:22]=[CH:21][CH:20]=2)(=[O:16])=[O:15])[C:8]=1[C:25]1[CH:30]=[CH:29][C:28]([CH3:31])=[CH:27][CH:26]=1.[Br:32][C:33]1[CH:34]=[N:35][C:36](Cl)=[N:37][CH:38]=1. Product: [Br:32][C:33]1[CH:34]=[N:35][C:36]([O:3][CH2:4][CH2:5][O:6][C:7]2[N:12]=[CH:11][N:10]=[C:9]([NH:13][S:14]([CH:17]=[CH:18][C:19]3[CH:24]=[CH:23][CH:22]=[CH:21][CH:20]=3)(=[O:15])=[O:16])[C:8]=2[C:25]2[CH:30]=[CH:29][C:28]([CH3:31])=[CH:27][CH:26]=2)=[N:37][CH:38]=1. The catalyst class is: 1. (2) Reactant: O.C[N+]([O-])(C)[C@H:4](C(O)=O)[CH2:5][C:6]1[CH:11]=[CH:10][C:9]([OH:12])=[CH:8][CH:7]=1.C([O-])(=O)C.[K+].CCCCCCOC(C(C#N)=C)=O. Product: [OH:12][C:9]1[CH:10]=[CH:11][C:6]([CH:5]=[CH2:4])=[CH:7][CH:8]=1. The catalyst class is: 44. (3) The catalyst class is: 4. Reactant: [NH:1]1[C@H:5]([C:6]([OH:8])=[O:7])[CH2:4][CH2:3][C:2]1=[O:9].[CH3:10][C:11]([CH3:13])=[CH2:12].S(=O)(=O)(O)O.C(=O)(O)[O-].[Na+]. Product: [C:11]([O:7][C:6]([C@@H:5]1[CH2:4][CH2:3][C:2](=[O:9])[NH:1]1)=[O:8])([CH3:13])([CH3:12])[CH3:10]. (4) Reactant: [CH2:1]([O:3][P:4]([CH:9]=[CH:10][CH:11]1[CH2:15][CH:14](O)[CH:13](O)[O:12]1)(=[O:8])[O:5][CH2:6][CH3:7])[CH3:2].[C:18](Cl)(=[O:25])[C:19]1[CH:24]=[CH:23][CH:22]=[CH:21][CH:20]=1.[CH3:27][CH2:28][OH:29]. Product: [CH2:1]([O:3][P:4]([CH:9]=[CH:10][CH:11]1[CH2:15][CH:14]([C:18](=[O:25])[C:19]2[CH:24]=[CH:23][CH:22]=[CH:21][CH:20]=2)[CH:13]([C:28](=[O:29])[C:27]2[CH:14]=[CH:15][CH:11]=[CH:10][CH:9]=2)[O:12]1)(=[O:8])[O:5][CH2:6][CH3:7])[CH3:2]. The catalyst class is: 17.